Dataset: Forward reaction prediction with 1.9M reactions from USPTO patents (1976-2016). Task: Predict the product of the given reaction. (1) The product is: [F:19][C:14]1[CH:13]=[C:12]([CH2:11][C@H:10]([NH:20][C:21](=[O:31])[C:22]2[CH:27]=[CH:26][CH:25]=[C:24]([C:28]([N:29]([CH2:97][CH2:98][CH3:99])[CH2:49][CH2:48][CH3:55])=[O:30])[CH:23]=2)[C@H:9]([OH:8])[C@H:32]2[CH2:36][O:37][CH2:35][CH2:34][NH:33]2)[CH:17]=[C:16]([F:18])[CH:15]=1. Given the reactants [Si]([O:8][C@H:9]([C@H:32]1[CH2:36][C@@H:35]([O:37]CCC)[CH2:34][N:33]1C(OC(C)(C)C)=O)[C@@H:10]([NH:20][C:21](=[O:31])[C:22]1[CH:27]=[CH:26][CH:25]=[C:24]([C:28](=[O:30])[NH2:29])[CH:23]=1)[CH2:11][C:12]1[CH:17]=[C:16]([F:18])[CH:15]=[C:14]([F:19])[CH:13]=1)(C(C)(C)C)(C)C.[CH:48](N1CCOC[C@@H]1[C@@H](O)[C@@H](NC(=O)C1C=CC=C(C(N(CCC)CCC)=O)C=1)CC1C=C(F)C=C(F)C=1)([C:55]1C=CC=CC=1)[C:49]1C=CC=CC=1.[CH2:97](N(CCC)C(C1C=C(C=CC=1)C(O)=O)=O)[CH2:98][CH3:99].CCN(C(C)C)C(C)C.CN(C(ON1N=NC2C=CC=NC1=2)=[N+](C)C)C.F[P-](F)(F)(F)(F)F.FC1C=C(CCCO)C=C(F)C=1, predict the reaction product. (2) Given the reactants [Cl:1][C:2]1[N:7]=[CH:6][C:5]2[C:8](=[O:16])[NH:9][N:10](C(OCC)=O)[C:4]=2[CH:3]=1.C(N(CC)CC)C.[C:32](O[C:32]([O:34][C:35]([CH3:38])([CH3:37])[CH3:36])=[O:33])([O:34][C:35]([CH3:38])([CH3:37])[CH3:36])=[O:33], predict the reaction product. The product is: [Cl:1][C:2]1[N:7]=[CH:6][C:5]2[C:8](=[O:16])[NH:9][N:10]([C:32]([O:34][C:35]([CH3:36])([CH3:37])[CH3:38])=[O:33])[C:4]=2[CH:3]=1. (3) The product is: [CH2:17]([N:6]1[CH2:5][CH:4]([CH3:24])[C:3](=[O:2])[NH:13][C:12]2[CH:11]=[N:10][C:9]([Cl:16])=[N:8][C:7]1=2)[C:18]1[CH:23]=[CH:22][CH:21]=[CH:20][CH:19]=1. Given the reactants C[O:2][C:3](=O)[CH:4]([CH3:24])[CH2:5][N:6]([CH2:17][C:18]1[CH:23]=[CH:22][CH:21]=[CH:20][CH:19]=1)[C:7]1[C:12]([N+:13]([O-])=O)=[CH:11][N:10]=[C:9]([Cl:16])[N:8]=1, predict the reaction product. (4) Given the reactants [CH2:1]([C:3]([NH2:11])([CH3:10])[CH2:4][NH:5][C:6]([CH3:9])([CH3:8])[CH3:7])[CH3:2].[CH2:12]([C:14]([CH2:16][CH3:17])=O)[CH3:13].[OH-:18].[Na+].[CH:20](Cl)(Cl)Cl, predict the reaction product. The product is: [C:6]([N:5]1[CH2:4][C:3]([CH2:1][CH3:2])([CH3:10])[NH:11][C:14]([CH2:16][CH3:17])([CH2:12][CH3:13])[C:20]1=[O:18])([CH3:9])([CH3:8])[CH3:7]. (5) Given the reactants [I:1][C:2]1[C:7](CC(O)=O)=[C:6]([I:12])[C:5](CC(O)=O)=[C:4]([I:17])[C:3]=1[C:18]1[CH:23]=[CH:22][C:21]([C:24](O)=[O:25])=[C:20]([N+:27]([O-:29])=[O:28])[CH:19]=1.[C:30]([O:33][CH:34]1[O:48][C@H:47]([CH2:49][O:50][C:51](=[O:53])[CH3:52])[C@@H:42]([O:43][C:44](=[O:46])[CH3:45])[C@H:37]([O:38][C:39](=[O:41])[CH3:40])[C@H:35]1[NH2:36])(=[O:32])[CH3:31].Cl.CN(C)CCCN=C=NCC, predict the reaction product. The product is: [N+:27]([C:20]1[CH:19]=[C:18]([C:3]2[C:2]([I:1])=[C:7]([C:30]([OH:33])=[O:32])[C:6]([I:12])=[C:5]([C:39]([OH:41])=[O:38])[C:4]=2[I:17])[CH:23]=[CH:22][C:21]=1[C:24]([C:34]1([O:48][C@H:47]([CH2:49][O:50][C:51](=[O:53])[CH3:52])[C@@H:42]([O:43][C:44](=[O:46])[CH3:45])[C@H:37]([O:38][C:39](=[O:41])[CH3:40])[C@H:35]1[NH2:36])[O:33][C:30](=[O:32])[CH3:31])=[O:25])([O-:29])=[O:28]. (6) Given the reactants [NH2:1][C:2]1[N:6]([CH2:7][C:8]([O:10][CH2:11][CH3:12])=[O:9])[N:5]=[C:4]([C:13]2[CH:18]=[CH:17][CH:16]=[CH:15][CH:14]=2)[CH:3]=1.[C:19](OC(=O)C)(=[O:21])[CH3:20], predict the reaction product. The product is: [C:19]([NH:1][C:2]1[N:6]([CH2:7][C:8]([O:10][CH2:11][CH3:12])=[O:9])[N:5]=[C:4]([C:13]2[CH:18]=[CH:17][CH:16]=[CH:15][CH:14]=2)[CH:3]=1)(=[O:21])[CH3:20]. (7) Given the reactants [CH3:1][O:2][C:3]1[N:8]=[C:7]([CH:9](C(OCC)=O)[C:10]([O:12][CH2:13][CH3:14])=[O:11])[CH:6]=[CH:5][CH:4]=1.Cl, predict the reaction product. The product is: [CH3:1][O:2][C:3]1[N:8]=[C:7]([CH2:9][C:10]([O:12][CH2:13][CH3:14])=[O:11])[CH:6]=[CH:5][CH:4]=1.